This data is from Forward reaction prediction with 1.9M reactions from USPTO patents (1976-2016). The task is: Predict the product of the given reaction. (1) Given the reactants [C:1](=[O:4])([O-])N.[CH3:5][O:6][C:7](=[O:20])[NH:8][C:9]1[S:10][C:11]2[CH:17]=[CH:16][CH:15]=[C:14]([O:18][CH3:19])[C:12]=2[N:13]=1, predict the reaction product. The product is: [CH3:5][O:6][C:7](=[O:20])[NH:8][C:9]1[S:10][C:11]2[C:17]([N:13]3[CH2:9][CH2:1][O:4][CH2:11][CH2:12]3)=[CH:16][CH:15]=[C:14]([O:18][CH3:19])[C:12]=2[N:13]=1. (2) Given the reactants [C:1]([O:5][C:6]([N:8]1[CH2:13][CH2:12][CH:11]([CH:14]2[CH2:18][C:17]3[CH:19]=[C:20](Br)[CH:21]=[CH:22][C:16]=3[O:15]2)[CH2:10][CH2:9]1)=[O:7])([CH3:4])([CH3:3])[CH3:2].[CH3:24][S:25]([N:28]1[CH2:33][CH:32]=[C:31](B2OC(C)(C)C(C)(C)O2)[CH2:30][CH2:29]1)(=[O:27])=[O:26], predict the reaction product. The product is: [C:1]([O:5][C:6]([N:8]1[CH2:13][CH2:12][CH:11]([CH:14]2[CH2:18][C:17]3[CH:19]=[C:20]([C:31]4[CH2:32][CH2:33][N:28]([S:25]([CH3:24])(=[O:27])=[O:26])[CH2:29][CH:30]=4)[CH:21]=[CH:22][C:16]=3[O:15]2)[CH2:10][CH2:9]1)=[O:7])([CH3:4])([CH3:3])[CH3:2]. (3) Given the reactants CC(OI1(OC(C)=O)(OC(C)=O)OC(=O)C2C=CC=CC1=2)=[O:3].[C:23]([C:27]1[CH:32]=[CH:31][C:30](/[C:33](/[C:37]2[CH:42]=[CH:41][C:40]([Cl:43])=[C:39]([O:44][CH3:45])[N:38]=2)=[CH:34]\[CH2:35][OH:36])=[CH:29][CH:28]=1)([CH3:26])([CH3:25])[CH3:24].S([O-])([O-])(=O)=S.[Na+].[Na+], predict the reaction product. The product is: [C:23]([C:27]1[CH:32]=[CH:31][C:30](/[C:33](/[C:37]2[CH:42]=[CH:41][C:40]([Cl:43])=[C:39]([O:44][CH3:45])[N:38]=2)=[CH:34]\[C:35]([OH:3])=[O:36])=[CH:29][CH:28]=1)([CH3:26])([CH3:24])[CH3:25]. (4) Given the reactants [CH3:1][CH:2]([CH3:20])[C:3]#[C:4][C:5]1[CH:10]=[CH:9][C:8]([N+:11]([O-:13])=[O:12])=[CH:7][C:6]=1[NH:14]C(=O)CCC.CC([O-])(C)C.[K+], predict the reaction product. The product is: [CH:2]([C:3]1[NH:14][C:6]2[C:5]([CH:4]=1)=[CH:10][CH:9]=[C:8]([N+:11]([O-:13])=[O:12])[CH:7]=2)([CH3:20])[CH3:1]. (5) The product is: [CH3:1][C:2]1([CH3:12])[CH:6]([OH:7])[C:5]2[CH:8]=[CH:9][CH:10]=[CH:11][C:4]=2[O:3]1. Given the reactants [CH3:1][C:2]1([CH3:12])[C:6](=[O:7])[C:5]2[CH:8]=[CH:9][CH:10]=[CH:11][C:4]=2[O:3]1.[BH4-].[Na+], predict the reaction product. (6) The product is: [F:1][C:2]1[CH:11]=[C:10]2[C:5]([C:6](=[O:23])[C:7]([C:18]([O:20][CH2:21][CH3:22])=[O:19])=[CH:8][N:9]2[C@@H:12]([CH:15]([CH3:16])[CH3:17])[CH2:13][O:14][C:32]([O:34][CH3:35])=[O:33])=[CH:4][C:3]=1[I:24]. Given the reactants [F:1][C:2]1[CH:11]=[C:10]2[C:5]([C:6](=[O:23])[C:7]([C:18]([O:20][CH2:21][CH3:22])=[O:19])=[CH:8][N:9]2[C@@H:12]([CH:15]([CH3:17])[CH3:16])[CH2:13][OH:14])=[CH:4][C:3]=1[I:24].N1C=CC=CC=1.Cl[C:32]([O:34][CH3:35])=[O:33], predict the reaction product. (7) Given the reactants [F:1][C:2]([F:45])([F:44])[C:3]1[CH:4]=[C:5]([CH:37]=[C:38]([C:40]([F:43])([F:42])[F:41])[CH:39]=1)[CH2:6][N:7]([C:30]1[N:35]=[CH:34][C:33](Br)=[CH:32][N:31]=1)[CH2:8][C:9]1[CH:14]=[C:13]([C:15]([F:18])([F:17])[F:16])[CH:12]=[CH:11][C:10]=1[C:19]1[CH:24]=[C:23]([CH:25]([CH3:27])[CH3:26])[CH:22]=[CH:21][C:20]=1[O:28][CH3:29].CS(C)=[O:48], predict the reaction product. The product is: [F:1][C:2]([F:45])([F:44])[C:3]1[CH:4]=[C:5]([CH:37]=[C:38]([C:40]([F:43])([F:42])[F:41])[CH:39]=1)[CH2:6][N:7]([CH2:8][C:9]1[CH:14]=[C:13]([C:15]([F:18])([F:17])[F:16])[CH:12]=[CH:11][C:10]=1[C:19]1[CH:24]=[C:23]([CH:25]([CH3:27])[CH3:26])[CH:22]=[CH:21][C:20]=1[O:28][CH3:29])[C:30]1[N:35]=[CH:34][C:33]([OH:48])=[CH:32][N:31]=1. (8) Given the reactants Cl[C:2]1[CH:3]=[C:4]([CH:8]=[C:9]([C:11]([F:14])([F:13])[F:12])[N:10]=1)[C:5]([OH:7])=[O:6].[CH3:15][S-:16].[Na+].CCOC(C)=O.Cl, predict the reaction product. The product is: [CH3:15][S:16][C:2]1[CH:3]=[C:4]([CH:8]=[C:9]([C:11]([F:14])([F:13])[F:12])[N:10]=1)[C:5]([OH:7])=[O:6].